From a dataset of Forward reaction prediction with 1.9M reactions from USPTO patents (1976-2016). Predict the product of the given reaction. (1) Given the reactants [OH:1][C:2]([CH3:24])([CH3:23])[C:3]#[C:4][C:5]1[CH:6]=[CH:7][C:8]2[O:17][CH2:16][C:15](=[O:18])[C:14]3[S:13][C:12]([C:19]([NH2:21])=[O:20])=[N:11][C:10]=3[C:9]=2[CH:22]=1.[BH4-].[Na+].O, predict the reaction product. The product is: [OH:18][CH:15]1[C:14]2[S:13][C:12]([C:19]([NH2:21])=[O:20])=[N:11][C:10]=2[C:9]2[CH:22]=[C:5]([C:4]#[C:3][C:2]([OH:1])([CH3:23])[CH3:24])[CH:6]=[CH:7][C:8]=2[O:17][CH2:16]1. (2) Given the reactants [CH3:1][O:2][C:3]1[CH:4]=[C:5]([CH:9]([CH2:13][C:14]([OH:16])=[O:15])C(O)=O)[CH:6]=[CH:7][CH:8]=1.[CH2:17](O)[CH3:18], predict the reaction product. The product is: [CH3:1][O:2][C:3]1[CH:4]=[C:5]([CH2:9][CH2:13][C:14]([O:16][CH2:17][CH3:18])=[O:15])[CH:6]=[CH:7][CH:8]=1. (3) The product is: [NH:8]1[CH2:13][CH2:12][C:11]2([CH2:22][C:21]3[C:16](=[CH:17][CH:18]=[CH:19][CH:20]=3)[O:15][CH2:14]2)[CH2:10][CH2:9]1. Given the reactants C([N:8]1[CH2:13][CH2:12][C:11]2([CH2:22][C:21]3[C:16](=[CH:17][CH:18]=[CH:19][CH:20]=3)[O:15][CH2:14]2)[CH2:10][CH2:9]1)C1C=CC=CC=1.C(O)(=O)C, predict the reaction product. (4) Given the reactants [C:1]([O:10][CH3:11])(=[O:9])[C:2]1[C:3](=[CH:5][CH:6]=[CH:7][CH:8]=1)[NH2:4].CCN(C(C)C)C(C)C.[Cl:21][CH:22]([CH3:26])[C:23](Cl)=[O:24].C([O-])(O)=O.[Na+], predict the reaction product. The product is: [CH3:11][O:10][C:1](=[O:9])[C:2]1[CH:8]=[CH:7][CH:6]=[CH:5][C:3]=1[NH:4][C:23](=[O:24])[CH:22]([Cl:21])[CH3:26]. (5) Given the reactants [CH3:1][C:2]([C:4]1[CH:9]=[CH:8][CH:7]=[C:6]([N+:10]([O-:12])=[O:11])[CH:5]=1)=[O:3].[BH4-].[Na+].Cl.C(N(CC)CC)C.[CH3:23][S:24](Cl)(=[O:26])=[O:25], predict the reaction product. The product is: [CH3:23][S:24]([O:3][CH:2]([C:4]1[CH:9]=[CH:8][CH:7]=[C:6]([N+:10]([O-:12])=[O:11])[CH:5]=1)[CH3:1])(=[O:26])=[O:25].